This data is from Peptide-MHC class I binding affinity with 185,985 pairs from IEDB/IMGT. The task is: Regression. Given a peptide amino acid sequence and an MHC pseudo amino acid sequence, predict their binding affinity value. This is MHC class I binding data. (1) The peptide sequence is FLAFLLFLV. The MHC is HLA-A68:02 with pseudo-sequence HLA-A68:02. The binding affinity (normalized) is 0.612. (2) The peptide sequence is RAVHADMGYW. The MHC is HLA-B58:01 with pseudo-sequence HLA-B58:01. The binding affinity (normalized) is 1.00. (3) The peptide sequence is RAFSLYMTL. The MHC is HLA-C15:02 with pseudo-sequence HLA-C15:02. The binding affinity (normalized) is 0.465. (4) The peptide sequence is FMTATPPGA. The MHC is HLA-A02:17 with pseudo-sequence HLA-A02:17. The binding affinity (normalized) is 0.189. (5) The peptide sequence is ALEAKIAQL. The MHC is HLA-A02:03 with pseudo-sequence HLA-A02:03. The binding affinity (normalized) is 0.645. (6) The peptide sequence is QQLEADYTF. The MHC is HLA-B15:01 with pseudo-sequence HLA-B15:01. The binding affinity (normalized) is 0.359. (7) The peptide sequence is IPERLERWH. The MHC is HLA-B27:05 with pseudo-sequence HLA-B27:05. The binding affinity (normalized) is 0. (8) The peptide sequence is LYSFALMLI. The MHC is HLA-B58:01 with pseudo-sequence HLA-B58:01. The binding affinity (normalized) is 0.213.